This data is from Reaction yield outcomes from USPTO patents with 853,638 reactions. The task is: Predict the reaction yield, written as a fraction of the theoretical maximum amount of product (1.0 means a 100% yield; for example, 0.34 means a 34% yield). (1) The reactants are [Cl:1][C:2]1[N:10]=[CH:9][CH:8]=[CH:7][C:3]=1[C:4](Cl)=[O:5].[NH2:11][C:12]1[CH:17]=[CH:16][CH:15]=[CH:14][C:13]=1[OH:18].CCN(C(C)C)C(C)C. The catalyst is C(OCC)(=O)C. The product is [Cl:1][C:2]1[N:10]=[CH:9][CH:8]=[CH:7][C:3]=1[C:4]([NH:11][C:12]1[CH:17]=[CH:16][CH:15]=[CH:14][C:13]=1[OH:18])=[O:5]. The yield is 0.810. (2) The reactants are [C:1]([O:5][C:6]([N:8]1[CH2:12][CH2:11][CH2:10][CH:9]1[C:13]1[NH:17][C:16]2[CH:18]=[C:19]([C:22]3[CH:27]=[CH:26][C:25]([C:28]4[CH:33]=[CH:32][C:31](B5OC(C)(C)C(C)(C)O5)=[CH:30][CH:29]=4)=[CH:24][CH:23]=3)[CH:20]=[CH:21][C:15]=2[N:14]=1)=[O:7])([CH3:4])([CH3:3])[CH3:2].[C:43]([O:47][C:48]([N:50]1[CH2:54][CH2:53][CH2:52][CH:51]1[C:55]1[N:56]([CH2:61][O:62][CH2:63][CH2:64][Si:65]([CH3:68])([CH3:67])[CH3:66])[C:57](Br)=[CH:58][N:59]=1)=[O:49])([CH3:46])([CH3:45])[CH3:44].C(=O)([O-])[O-].[K+].[K+]. The catalyst is COCCOC.O.C(OCC)(=O)C.C1C=CC([P]([Pd]([P](C2C=CC=CC=2)(C2C=CC=CC=2)C2C=CC=CC=2)([P](C2C=CC=CC=2)(C2C=CC=CC=2)C2C=CC=CC=2)[P](C2C=CC=CC=2)(C2C=CC=CC=2)C2C=CC=CC=2)(C2C=CC=CC=2)C2C=CC=CC=2)=CC=1.C1C=CC(P(C2C=CC=CC=2)[C-]2C=CC=C2)=CC=1.C1C=CC(P(C2C=CC=CC=2)[C-]2C=CC=C2)=CC=1.Cl[Pd]Cl.[Fe+2]. The product is [C:1]([O:5][C:6]([N:8]1[CH2:12][CH2:11][CH2:10][CH:9]1[C:13]1[NH:17][C:16]2[CH:18]=[C:19]([C:22]3[CH:23]=[CH:24][C:25]([C:28]4[CH:29]=[CH:30][C:31]([C:57]5[N:56]([CH2:61][O:62][CH2:63][CH2:64][Si:65]([CH3:68])([CH3:67])[CH3:66])[C:55]([CH:51]6[CH2:52][CH2:53][CH2:54][N:50]6[C:48]([O:47][C:43]([CH3:46])([CH3:45])[CH3:44])=[O:49])=[N:59][CH:58]=5)=[CH:32][CH:33]=4)=[CH:26][CH:27]=3)[CH:20]=[CH:21][C:15]=2[N:14]=1)=[O:7])([CH3:4])([CH3:2])[CH3:3]. The yield is 0.250. (3) The reactants are C([O:3][C:4]([C:6]1[C:7]([F:17])=[CH:8][C:9]2[S:14][CH2:13][C:12](=[O:15])[NH:11][C:10]=2[CH:16]=1)=O)C.C(OC(=O)C1C=C([N+]([O-])=O)C(SCC(OCC)=O)=CC=1F)C. The catalyst is C(O)(=O)C.[Fe]. The product is [F:17][C:7]1[C:6]([CH:4]=[O:3])=[CH:16][C:10]2[NH:11][C:12](=[O:15])[CH2:13][S:14][C:9]=2[CH:8]=1. The yield is 0.820.